From a dataset of Reaction yield outcomes from USPTO patents with 853,638 reactions. Predict the reaction yield, written as a fraction of the theoretical maximum amount of product (1.0 means a 100% yield; for example, 0.34 means a 34% yield). (1) The reactants are [CH:1]([C:3]1[C:12](=[O:13])[C:11]2[C:6](=[CH:7][CH:8]=[CH:9][CH:10]=2)[O:5][CH:4]=1)=O.[C:14]([O:18][C:19]([C:21]#[C:22][C:23]([O:25][C:26]([CH3:29])([CH3:28])[CH3:27])=[O:24])=[O:20])([CH3:17])([CH3:16])[CH3:15].[NH2:30][CH2:31][CH2:32][C:33]1[C:41]2[C:36](=[CH:37][CH:38]=[CH:39][CH:40]=2)[NH:35][CH:34]=1. The catalyst is C1(C)C=CC=CC=1. The product is [OH:5][C:6]1[CH:7]=[CH:8][CH:9]=[CH:10][C:11]=1[C:12]([C:3]1[CH:1]=[C:22]([C:23]([O:25][C:26]([CH3:29])([CH3:28])[CH3:27])=[O:24])[C:21]2([C:19]([O:18][C:14]([CH3:17])([CH3:16])[CH3:15])=[O:20])[N:30]([CH2:31][CH2:32][C:33]3[C:41]4[C:36](=[CH:37][CH:38]=[CH:39][CH:40]=4)[NH:35][C:34]=32)[CH:4]=1)=[O:13]. The yield is 0.420. (2) The reactants are [NH2:1][C:2]1[CH:3]=[C:4]([N:8]([CH:22]2[CH2:24][CH2:23]2)[C:9]2[N:10]=[CH:11][C:12]3[N:17]=[C:16]([NH:18][C:19](=[O:21])[CH3:20])[S:15][C:13]=3[N:14]=2)[CH:5]=[CH:6][CH:7]=1.[Cl:25][C:26]1[C:34]([C:35]([F:38])([F:37])[F:36])=[CH:33][CH:32]=[CH:31][C:27]=1[C:28](O)=[O:29].F[P-](F)(F)(F)(F)F.N1(OC(N(C)C)=[N+](C)C)C2N=CC=CC=2N=N1.C(=O)([O-])O.[Na+]. The catalyst is N1C=CC=CC=1. The product is [C:19]([NH:18][C:16]1[S:15][C:13]2[N:14]=[C:9]([N:8]([CH:22]3[CH2:24][CH2:23]3)[C:4]3[CH:3]=[C:2]([NH:1][C:28](=[O:29])[C:27]4[CH:31]=[CH:32][CH:33]=[C:34]([C:35]([F:36])([F:37])[F:38])[C:26]=4[Cl:25])[CH:7]=[CH:6][CH:5]=3)[N:10]=[CH:11][C:12]=2[N:17]=1)(=[O:21])[CH3:20]. The yield is 0.640.